Dataset: Reaction yield outcomes from USPTO patents with 853,638 reactions. Task: Predict the reaction yield, written as a fraction of the theoretical maximum amount of product (1.0 means a 100% yield; for example, 0.34 means a 34% yield). (1) The yield is 0.533. The reactants are [Cl:1][C:2]1[C:3]([N:17]2[CH2:22][CH2:21][CH2:20][C@@H:19]([NH:23]C(=O)OC(C)(C)C)[CH2:18]2)=[C:4]2[C:10]([NH:11][C:12](=[O:16])[CH:13]([CH3:15])[CH3:14])=[CH:9][NH:8][C:5]2=[N:6][CH:7]=1.C(O)(C(F)(F)F)=O. The catalyst is C(Cl)Cl. The product is [ClH:1].[NH2:23][C@@H:19]1[CH2:20][CH2:21][CH2:22][N:17]([C:3]2[C:2]([Cl:1])=[CH:7][N:6]=[C:5]3[NH:8][CH:9]=[C:10]([NH:11][C:12](=[O:16])[CH:13]([CH3:14])[CH3:15])[C:4]=23)[CH2:18]1. (2) The reactants are [C:1]([O:5][C:6]([N:8]1[CH2:11][CH:10]([C:12]2[CH:38]=[CH:37]C3C4C(CCOC=3C=2)=CN(C2N(C3C=CC(F)=CC=3F)N=CN=2)N=4)C1)=[O:7])([CH3:4])([CH3:3])[CH3:2].Br[C:40]1[CH:61]=[CH:60][C:43]2[C:44]3[N:48]([CH2:49][CH2:50][O:51][C:42]=2[CH:41]=1)[CH:47]=[C:46]([C:52]1[N:53]([CH:57]([CH3:59])[CH3:58])[N:54]=[CH:55][N:56]=1)[N:45]=3. No catalyst specified. The product is [C:1]([O:5][C:6]([N:8]1[CH2:11][CH2:10][CH:12]([C:40]2[CH:61]=[CH:60][C:43]3[C:44]4[N:48]([CH2:49][CH2:50][O:51][C:42]=3[CH:41]=2)[CH:47]=[C:46]([C:52]2[N:53]([CH:57]([CH3:59])[CH3:58])[N:54]=[CH:55][N:56]=2)[N:45]=4)[CH2:38][CH2:37]1)=[O:7])([CH3:2])([CH3:3])[CH3:4]. The yield is 0.310. (3) The reactants are [CH3:1][S:2](Cl)(=[O:4])=[O:3].[NH2:6][C:7]1[C:27]([Br:28])=[CH:26][C:10]2[C:11]([C:21]([O:23][CH2:24][CH3:25])=[O:22])=[C:12]([C:14]3[CH:19]=[CH:18][C:17]([F:20])=[CH:16][CH:15]=3)[O:13][C:9]=2[CH:8]=1.N1C=CC=CC=1. The catalyst is ClCCl.O. The product is [Br:28][C:27]1[C:7]([NH:6][S:2]([CH3:1])(=[O:4])=[O:3])=[CH:8][C:9]2[O:13][C:12]([C:14]3[CH:19]=[CH:18][C:17]([F:20])=[CH:16][CH:15]=3)=[C:11]([C:21]([O:23][CH2:24][CH3:25])=[O:22])[C:10]=2[CH:26]=1. The yield is 0.820. (4) The reactants are C1([C:4]2[CH:8]=[C:7]([NH2:9])[NH:6][N:5]=2)CC1.C(N(CC)CC)C.[CH3:17][C:18]([O:21][C:22](O[C:22]([O:21][C:18]([CH3:20])([CH3:19])[CH3:17])=[O:23])=[O:23])([CH3:20])[CH3:19]. The catalyst is O1CCOCC1. The product is [NH2:9][C:7]1[CH:8]=[CH:4][N:5]([C:22]([O:21][C:18]([CH3:20])([CH3:19])[CH3:17])=[O:23])[N:6]=1. The yield is 0.520.